This data is from Full USPTO retrosynthesis dataset with 1.9M reactions from patents (1976-2016). The task is: Predict the reactants needed to synthesize the given product. Given the product [NH:1]1[C:10]2[C:5](=[CH:6][CH:7]=[CH:8][C:9]=2[CH:24]=[N:23][CH:13]2[C:22]3[C:17](=[CH:18][CH:19]=[CH:20][CH:21]=3)[CH2:16][CH2:15][CH2:14]2)[CH2:4][CH2:3][CH2:2]1, predict the reactants needed to synthesize it. The reactants are: [NH:1]1[C:10]2[C:5](=[CH:6][CH:7]=[CH:8][CH:9]=2)[CH2:4][CH2:3][CH:2]1C=O.[CH:13]1([NH2:23])[C:22]2[C:17](=[CH:18][CH:19]=[CH:20][CH:21]=2)[CH2:16][CH2:15][CH2:14]1.[CH3:24]O.